Predict the reaction yield, written as a fraction of the theoretical maximum amount of product (1.0 means a 100% yield; for example, 0.34 means a 34% yield). From a dataset of Reaction yield outcomes from USPTO patents with 853,638 reactions. (1) The reactants are [CH:1]([O:4][C:5]1[N:10]=[C:9]([C:11]2[C:19]3[C:14](=[CH:15][CH:16]=[C:17]([C:20]4[S:21][C:22](S(C)(=O)=O)=[N:23][N:24]=4)[CH:18]=3)[N:13]([S:29]([C:32]3[CH:38]=[CH:37][C:35]([CH3:36])=[CH:34][CH:33]=3)(=[O:31])=[O:30])[CH:12]=2)[CH:8]=[CH:7][CH:6]=1)([CH3:3])[CH3:2].[C:39]([O:43][C:44]([NH:46][C@H:47]1[CH2:51][CH2:50][NH:49][CH2:48]1)=[O:45])([CH3:42])([CH3:41])[CH3:40]. The catalyst is O1CCOCC1. The product is [CH:1]([O:4][C:5]1[N:10]=[C:9]([C:11]2[C:19]3[C:14](=[CH:15][CH:16]=[C:17]([C:20]4[S:21][C:22]([N:49]5[CH2:50][CH2:51][C@H:47]([NH:46][C:44](=[O:45])[O:43][C:39]([CH3:41])([CH3:40])[CH3:42])[CH2:48]5)=[N:23][N:24]=4)[CH:18]=3)[N:13]([S:29]([C:32]3[CH:38]=[CH:37][C:35]([CH3:36])=[CH:34][CH:33]=3)(=[O:30])=[O:31])[CH:12]=2)[CH:8]=[CH:7][CH:6]=1)([CH3:3])[CH3:2]. The yield is 0.900. (2) The reactants are Cl.[CH3:2][O:3][C:4]1([O:10][CH3:11])[CH2:9][CH2:8][NH:7][CH2:6][CH2:5]1.CN(C)C=O.N12CCCN=C1CCCCC2.F[C:29]1[CH:30]=[CH:31][C:32]([N+:37]([O-:39])=[O:38])=[C:33]([O:35][CH3:36])[CH:34]=1. The product is [CH3:2][O:3][C:4]1([O:10][CH3:11])[CH2:9][CH2:8][N:7]([C:29]2[CH:30]=[CH:31][C:32]([N+:37]([O-:39])=[O:38])=[C:33]([O:35][CH3:36])[CH:34]=2)[CH2:6][CH2:5]1. The catalyst is O. The yield is 0.961. (3) The reactants are N1C=CC=CC=1.[OH:7][C:8]1[CH:17]=[CH:16][C:15]2[C:10](=[CH:11][C:12]([OH:18])=[CH:13][CH:14]=2)[CH:9]=1.[F:19][C:20]([F:33])([F:32])[S:21](O[S:21]([C:20]([F:33])([F:32])[F:19])(=[O:23])=[O:22])(=[O:23])=[O:22].Cl. The catalyst is ClCCl. The product is [OH:7][C:8]1[CH:9]=[C:10]2[C:15]([CH:14]=[CH:13][C:12]([O:18][S:21]([C:20]([F:33])([F:32])[F:19])(=[O:23])=[O:22])=[CH:11]2)=[CH:16][CH:17]=1. The yield is 0.480. (4) The reactants are C(OC([N:11]1[CH:16]2[CH2:17][N:18]([S:20]([CH3:23])(=[O:22])=[O:21])[CH2:19][CH:12]1[CH2:13][O:14][CH2:15]2)=O)C1C=CC=CC=1.[H][H]. The catalyst is CO.[Pd]. The product is [CH3:23][S:20]([N:18]1[CH2:17][CH:16]2[NH:11][CH:12]([CH2:13][O:14][CH2:15]2)[CH2:19]1)(=[O:22])=[O:21]. The yield is 0.780.